Dataset: Catalyst prediction with 721,799 reactions and 888 catalyst types from USPTO. Task: Predict which catalyst facilitates the given reaction. (1) Reactant: C[Si]([N-][Si](C)(C)C)(C)C.[Li+].[F:11][C:12]1[CH:17]=[CH:16][C:15]([F:18])=[CH:14][C:13]=1[C:19]1[CH2:23][N:22]([CH2:24][CH2:25][S:26]([CH2:29][CH3:30])(=[O:28])=[O:27])[C@H:21]([C:31]2[CH:36]=[CH:35][CH:34]=[CH:33][CH:32]=2)[CH:20]=1.I[CH3:38]. Product: [F:11][C:12]1[CH:17]=[CH:16][C:15]([F:18])=[CH:14][C:13]=1[C:19]1[CH2:23][N:22]([CH2:24][CH:25]([S:26]([CH2:29][CH3:30])(=[O:27])=[O:28])[CH3:38])[C@H:21]([C:31]2[CH:32]=[CH:33][CH:34]=[CH:35][CH:36]=2)[CH:20]=1. The catalyst class is: 1. (2) Reactant: Cl.[CH:2]1([NH:5][C:6]([NH:8][C:9]2[CH:14]=[CH:13][C:12]([C:15]3[N:16]=[C:17]([N:24]4[CH2:29][CH2:28][O:27][CH2:26][C@@H:25]4[CH3:30])[C:18]4[CH2:23][NH:22][CH2:21][C:19]=4[N:20]=3)=[C:11]([F:31])[CH:10]=2)=[O:7])[CH2:4][CH2:3]1.CCN(CC)CC.[CH3:39][N:40]([CH3:44])[C:41](Cl)=[O:42]. Product: [CH:2]1([NH:5][C:6](=[O:7])[NH:8][C:9]2[CH:14]=[CH:13][C:12]([C:15]3[N:16]=[C:17]([N:24]4[CH2:29][CH2:28][O:27][CH2:26][C@@H:25]4[CH3:30])[C:18]4[CH2:23][N:22]([C:41]([N:40]([CH3:44])[CH3:39])=[O:42])[CH2:21][C:19]=4[N:20]=3)=[C:11]([F:31])[CH:10]=2)[CH2:3][CH2:4]1. The catalyst class is: 3. (3) Reactant: Cl[C:2]1[CH:7]=[C:6]([CH3:8])[C:5]([N+:9]([O-:11])=[O:10])=[CH:4][N:3]=1.C([O-])([O-])=O.[Cs+].[Cs+].[F:18][C:19]1([F:23])[CH2:22][NH:21][CH2:20]1. Product: [F:18][C:19]1([F:23])[CH2:22][N:21]([C:2]2[CH:7]=[C:6]([CH3:8])[C:5]([N+:9]([O-:11])=[O:10])=[CH:4][N:3]=2)[CH2:20]1. The catalyst class is: 31. (4) Reactant: [O:1]=[C:2]1[CH:7]=[C:6]([C:8]2[CH:13]=[CH:12][C:11]([C:14]([F:17])([F:16])[F:15])=[CH:10][N:9]=2)[CH:5]=[CH:4][N:3]1[C:18]1[CH:23]=[CH:22][C:21]2[C:24]3[CH2:25][N:26](C(OC(C)(C)C)=O)[CH2:27][CH2:28][CH2:29][C:30]=3[O:31][C:20]=2[CH:19]=1.Cl.C([O-])(O)=O.[Na+]. Product: [CH2:25]1[C:24]2[C:21]3[CH:22]=[CH:23][C:18]([N:3]4[CH:4]=[CH:5][C:6]([C:8]5[CH:13]=[CH:12][C:11]([C:14]([F:17])([F:16])[F:15])=[CH:10][N:9]=5)=[CH:7][C:2]4=[O:1])=[CH:19][C:20]=3[O:31][C:30]=2[CH2:29][CH2:28][CH2:27][NH:26]1. The catalyst class is: 275. (5) Reactant: [CH:1]1([N:7]2[C:12](=[O:13])[C:11]([C:14]([NH:16][CH2:17][C:18]([O:20]CC)=[O:19])=[O:15])=[C:10]([OH:23])[C:9]([C:24](OC)=[O:25])=[C:8]2[OH:28])[CH2:6][CH2:5][CH2:4][CH2:3][CH2:2]1.[CH:29]1([NH2:34])[CH2:33][CH2:32][CH2:31][CH2:30]1. Product: [CH:1]1([N:7]2[C:8]([OH:28])=[C:9]([C:24]([NH:34][CH:29]3[CH2:33][CH2:32][CH2:31][CH2:30]3)=[O:25])[C:10]([OH:23])=[C:11]([C:14]([NH:16][CH2:17][C:18]([OH:20])=[O:19])=[O:15])[C:12]2=[O:13])[CH2:2][CH2:3][CH2:4][CH2:5][CH2:6]1. The catalyst class is: 22. (6) Reactant: [NH2:1][C:2]1[CH:3]=[C:4]([CH:16]=[CH:17][CH:18]=1)[CH2:5][C:6]1([C:9]([O:11][C:12]([CH3:15])([CH3:14])[CH3:13])=[O:10])[CH2:8][CH2:7]1.[Cl:19]N1C(=O)CCC1=O. Product: [NH2:1][C:2]1[C:3]([Cl:19])=[C:4]([CH:16]=[CH:17][CH:18]=1)[CH2:5][C:6]1([C:9]([O:11][C:12]([CH3:15])([CH3:13])[CH3:14])=[O:10])[CH2:8][CH2:7]1. The catalyst class is: 10. (7) The catalyst class is: 1. Product: [Br-:14].[CH2:6]([CH:12]([CH2:15][CH2:16][CH2:17][CH2:18][CH2:19][CH3:20])[CH2:13][Zn+:1])[CH2:7][CH2:8][CH2:9][CH2:10][CH3:11]. Reactant: [Zn:1].[Cl-].[Li+].II.[CH2:6]([CH:12]([CH2:15][CH2:16][CH2:17][CH2:18][CH2:19][CH3:20])[CH2:13][Br:14])[CH2:7][CH2:8][CH2:9][CH2:10][CH3:11].